From a dataset of Forward reaction prediction with 1.9M reactions from USPTO patents (1976-2016). Predict the product of the given reaction. (1) Given the reactants C(OC1C=CN(CC(C2C=CC(CO)=CC=2)=O)C(=O)C=1)C1C=CC=CC=1.[Br:27][C:28]1[CH:29]=[CH:30][C:31]([CH2:34][O:35][C:36]2[CH:41]=[N:40][NH:39][C:38](=[O:42])[CH:37]=2)=[N:32][CH:33]=1.[C:43]([O:47][C:48]([N:50]1[CH2:59][CH2:58][C:57]2[C:52](=[CH:53][C:54]([CH2:60][CH2:61]OS(C3C=CC(C)=CC=3)(=O)=O)=[CH:55][CH:56]=2)[CH2:51]1)=[O:49])([CH3:46])([CH3:45])[CH3:44], predict the reaction product. The product is: [C:43]([O:47][C:48]([N:50]1[CH2:59][CH2:58][C:57]2[C:52](=[CH:53][C:54]([CH2:60][CH2:61][N:39]3[C:38](=[O:42])[CH:37]=[C:36]([O:35][CH2:34][C:31]4[CH:30]=[CH:29][C:28]([Br:27])=[CH:33][N:32]=4)[CH:41]=[N:40]3)=[CH:55][CH:56]=2)[CH2:51]1)=[O:49])([CH3:46])([CH3:45])[CH3:44]. (2) Given the reactants ClC(Cl)(Cl)CO[C:5](=[O:27])[NH:6][C:7]1[N:8]([C:17]2[CH:22]=[CH:21][CH:20]=[C:19]([O:23][CH2:24][CH2:25][OH:26])[CH:18]=2)[N:9]=[C:10]([C:12]([C:15]#[N:16])([CH3:14])[CH3:13])[CH:11]=1.[CH3:30][C@H:31]1[CH2:36][CH2:35][CH2:34][CH2:33][N:32]1[C:37]1[N:41]2[CH:42]=[C:43]([O:46][C@H:47]3[C:56]4[C:51](=[CH:52][CH:53]=[CH:54][CH:55]=4)[C@@H:50]([NH2:57])[CH2:49][CH2:48]3)[CH:44]=[CH:45][C:40]2=[N:39][N:38]=1.C[C@H]1CCC[C@@H](C)N1C1N2C=C(O[C@H]3C4C(=CC=CC=4)[C@@H](NC(=O)NC4N(C5C=NN(CCOS(C)(=O)=O)C=5)N=C(C(C)C)C=4)CC3)C=CC2=NN=1, predict the reaction product. The product is: [C:15]([C:12]([CH3:14])([CH3:13])[C:10]1[CH:11]=[C:7]([NH:6][C:5]([NH:57][C@@H:50]2[C:51]3[C:56](=[CH:55][CH:54]=[CH:53][CH:52]=3)[C@H:47]([O:46][C:43]3[CH:44]=[CH:45][C:40]4[N:41]([C:37]([N:32]5[CH2:33][CH2:34][CH2:35][CH2:36][C@@H:31]5[CH3:30])=[N:38][N:39]=4)[CH:42]=3)[CH2:48][CH2:49]2)=[O:27])[N:8]([C:17]2[CH:22]=[CH:21][CH:20]=[C:19]([O:23][CH2:24][CH2:25][OH:26])[CH:18]=2)[N:9]=1)#[N:16]. (3) Given the reactants [CH2:1]([C:3]1[N:7]([C:8]2[N:9]=[C:10]([N:24]3[CH2:29][CH2:28][O:27][CH2:26][CH2:25]3)[C:11]3[N:16]=[C:15]([CH2:17][CH:18]4[CH2:23][CH2:22][NH:21][CH2:20][CH2:19]4)[S:14][C:12]=3[N:13]=2)[C:6]2[CH:30]=[CH:31][CH:32]=[CH:33][C:5]=2[N:4]=1)[CH3:2].Cl[C:35]([C:37]([O:40][C:41](=[O:43])[CH3:42])([CH3:39])[CH3:38])=[O:36].CCN(CC)CC, predict the reaction product. The product is: [CH2:1]([C:3]1[N:7]([C:8]2[N:9]=[C:10]([N:24]3[CH2:25][CH2:26][O:27][CH2:28][CH2:29]3)[C:11]3[N:16]=[C:15]([CH2:17][CH:18]4[CH2:19][CH2:20][N:21]([C:35](=[O:36])[C:37]([O:40][C:41](=[O:43])[CH3:42])([CH3:39])[CH3:38])[CH2:22][CH2:23]4)[S:14][C:12]=3[N:13]=2)[C:6]2[CH:30]=[CH:31][CH:32]=[CH:33][C:5]=2[N:4]=1)[CH3:2]. (4) Given the reactants Cl[C:2]1[N:6]([CH3:7])[CH:5]=[N:4][C:3]=1[C:8]1[CH:15]=[CH:14][C:11]([C:12]#[N:13])=[CH:10][CH:9]=1.[Cl:16][C:17]1[CH:22]=[CH:21][C:20]([SH:23])=[CH:19][CH:18]=1.C(N(CC)CC)C, predict the reaction product. The product is: [Cl:16][C:17]1[CH:22]=[CH:21][C:20]([S:23][C:2]2[N:6]([CH3:7])[CH:5]=[N:4][C:3]=2[C:8]2[CH:15]=[CH:14][C:11]([C:12]#[N:13])=[CH:10][CH:9]=2)=[CH:19][CH:18]=1. (5) Given the reactants B(O)(O)[C@H]1N(C([C@@H](N)C(C)C)=O)CCC1.CS(O)(=O)=O.[C@H:21]([OH:30])([C:27]([OH:29])=[O:28])[C@@H:22]([OH:26])[C:23]([OH:25])=[O:24].[CH3:31][N:32]([CH3:48])[CH2:33][C@H:34]([CH3:47])[C@@:35]([C:39]1[CH:44]=[CH:43][CH:42]=[C:41]([O:45][CH3:46])[CH:40]=1)([OH:38])[CH2:36][CH3:37].[CH3:49][N:50]([CH3:66])[CH2:51][C@H:52]([CH3:65])[C@:53]([C:57]1[CH:62]=[CH:61][CH:60]=[C:59]([O:63][CH3:64])[CH:58]=1)([OH:56])[CH2:54][CH3:55].[C:67]([OH:76])(=[O:75])[CH:68]([CH:70]([C:72]([OH:74])=[O:73])[OH:71])[OH:69], predict the reaction product. The product is: [C:23]([CH:22]([CH:21]([C:27]([OH:29])=[O:28])[OH:30])[OH:26])([OH:25])=[O:24].[CH3:48][N:32]([CH3:31])[CH2:33][CH:34]([CH3:47])[C:35]([C:39]1[CH:44]=[CH:43][CH:42]=[C:41]([O:45][CH3:46])[CH:40]=1)([OH:38])[CH2:36][CH3:37].[C:72]([CH:70]([CH:68]([C:67]([OH:76])=[O:75])[OH:69])[OH:71])([OH:74])=[O:73].[CH3:66][N:50]([CH3:49])[CH2:51][C@H:52]([CH3:65])[C@@:53]([C:57]1[CH:62]=[CH:61][CH:60]=[C:59]([O:63][CH3:64])[CH:58]=1)([OH:56])[CH2:54][CH3:55].[C:23]([CH:22]([CH:21]([C:27]([OH:29])=[O:28])[OH:30])[OH:26])([OH:25])=[O:24].[CH3:48][N:32]([CH3:31])[CH2:33][C@@H:34]([CH3:47])[C@:35]([C:39]1[CH:44]=[CH:43][CH:42]=[C:41]([O:45][CH3:46])[CH:40]=1)([OH:38])[CH2:36][CH3:37].[C:23]([CH:22]([CH:21]([C:27]([OH:29])=[O:28])[OH:30])[OH:26])([OH:25])=[O:24].[CH3:48][N:32]([CH3:31])[CH2:33][C@H:34]([CH3:47])[C@:35]([C:39]1[CH:44]=[CH:43][CH:42]=[C:41]([O:45][CH3:46])[CH:40]=1)([OH:38])[CH2:36][CH3:37]. (6) Given the reactants [Cl:1][C:2]1[C:3]([C:9]2[C:10](=O)[O:11][C:12](O)([CH3:22])[C:13]=2[C:14]2[CH:19]=[CH:18][C:17]([S:20][CH3:21])=[CH:16][N:15]=2)=[N:4][CH:5]=[C:6]([Cl:8])[CH:7]=1.O.[NH2:26][NH2:27], predict the reaction product. The product is: [Cl:1][C:2]1[C:3]([C:9]2[C:10](=[O:11])[NH:26][N:27]=[C:12]([CH3:22])[C:13]=2[C:14]2[CH:19]=[CH:18][C:17]([S:20][CH3:21])=[CH:16][N:15]=2)=[N:4][CH:5]=[C:6]([Cl:8])[CH:7]=1. (7) Given the reactants [Cl:1][C:2]1[CH:7]=[CH:6][C:5]([C:8]([CH3:17])([CH2:12][O:13][N+]([O-])=O)[C:9]([OH:11])=[O:10])=[CH:4][C:3]=1[N+:18]([O-:20])=[O:19].Cl, predict the reaction product. The product is: [Cl:1][C:2]1[CH:7]=[CH:6][C:5]([C:8]([CH3:17])([CH2:12][OH:13])[C:9]([OH:11])=[O:10])=[CH:4][C:3]=1[N+:18]([O-:20])=[O:19]. (8) Given the reactants C[O:2][C:3]1[CH:17]=[C:16]([CH3:18])[CH:15]=[CH:14][C:4]=1[O:5][C:6]1[CH:13]=[CH:12][C:9]([C:10]#[N:11])=[CH:8][CH:7]=1.B(Br)(Br)Br, predict the reaction product. The product is: [OH:2][C:3]1[CH:17]=[C:16]([CH3:18])[CH:15]=[CH:14][C:4]=1[O:5][C:6]1[CH:13]=[CH:12][C:9]([C:10]#[N:11])=[CH:8][CH:7]=1. (9) Given the reactants [H-].[Na+].[Cl:3][C:4]1[C:5]2[NH:16][CH:15]=[C:14]([I:17])[C:6]=2[N:7]=[C:8]([CH2:10][CH2:11][CH2:12][CH3:13])[N:9]=1.Cl[CH2:19][O:20][CH2:21][C:22]1[CH:27]=[CH:26][CH:25]=[CH:24][CH:23]=1, predict the reaction product. The product is: [CH2:21]([O:20][CH2:19][N:16]1[C:5]2[C:4]([Cl:3])=[N:9][C:8]([CH2:10][CH2:11][CH2:12][CH3:13])=[N:7][C:6]=2[C:14]([I:17])=[CH:15]1)[C:22]1[CH:27]=[CH:26][CH:25]=[CH:24][CH:23]=1. (10) Given the reactants Cl[CH2:2][C:3]1[C:4]([CH3:9])=[N:5][CH:6]=[CH:7][CH:8]=1.[OH:10][C:11]1[CH:16]=[CH:15][C:14]([CH2:17][C:18]([O:20][CH2:21][CH3:22])=[O:19])=[CH:13][CH:12]=1.C([O-])([O-])=O.[K+].[K+], predict the reaction product. The product is: [CH3:9][C:4]1[C:3]([CH2:2][O:10][C:11]2[CH:12]=[CH:13][C:14]([CH2:17][C:18]([O:20][CH2:21][CH3:22])=[O:19])=[CH:15][CH:16]=2)=[CH:8][CH:7]=[CH:6][N:5]=1.